This data is from Retrosynthesis with 50K atom-mapped reactions and 10 reaction types from USPTO. The task is: Predict the reactants needed to synthesize the given product. (1) Given the product COCOc1cc(-c2nc3ccccc3o2)ccc1CBr, predict the reactants needed to synthesize it. The reactants are: COCOc1cc(-c2nc3ccccc3o2)ccc1C.O=C1CCC(=O)N1Br. (2) Given the product Cc1oc(-c2ccc(OCc3ccccc3)cc2)nc1CCN, predict the reactants needed to synthesize it. The reactants are: Cc1oc(-c2ccc(OCc3ccccc3)cc2)nc1CCN=[N+]=[N-]. (3) Given the product COC(=O)C(C)(C)NC(=O)c1ccc(C2CC2)c(Nc2ccc(Cl)cc2Cl)n1, predict the reactants needed to synthesize it. The reactants are: COC(=O)C(C)(C)N.O=C(O)c1ccc(C2CC2)c(Nc2ccc(Cl)cc2Cl)n1. (4) Given the product COC(CN(C)S(=O)(=O)c1cnn(C)c1)OC, predict the reactants needed to synthesize it. The reactants are: CNCC(OC)OC.Cn1cc(S(=O)(=O)Cl)cn1. (5) Given the product CCCC1CCC(C2CCC(COc3ccc(OCC)c(F)c3F)CC2)CO1, predict the reactants needed to synthesize it. The reactants are: CCCC1(O)CCC(C2CCC(COc3ccc(OCC)c(F)c3F)CC2)CO1.